Dataset: Catalyst prediction with 721,799 reactions and 888 catalyst types from USPTO. Task: Predict which catalyst facilitates the given reaction. (1) Reactant: [CH3:1][C@@:2]([S:20]([CH3:23])(=[O:22])=[O:21])([CH2:6][CH2:7][N:8]1[CH:12]=[C:11]([C:13]2[CH:18]=[CH:17][CH:16]=[CH:15][CH:14]=2)[C:10]([CH3:19])=[N:9]1)[C:3]([OH:5])=O.CCN(C(C)C)C(C)C.C1C=CC2N(O)N=NC=2C=1.[O:43]1[CH2:48][CH2:47][CH2:46][CH2:45][CH:44]1[O:49][NH2:50].CCN=C=NCCCN(C)C. Product: [CH3:1][C@@:2]([S:20]([CH3:23])(=[O:22])=[O:21])([CH2:6][CH2:7][N:8]1[CH:12]=[C:11]([C:13]2[CH:18]=[CH:17][CH:16]=[CH:15][CH:14]=2)[C:10]([CH3:19])=[N:9]1)[C:3]([NH:50][O:49][CH:44]1[CH2:45][CH2:46][CH2:47][CH2:48][O:43]1)=[O:5]. The catalyst class is: 2. (2) Reactant: [Br:1]Br.C(O)(=O)C.[CH3:7][C:8]1[CH:13]=[CH:12][CH:11]=[C:10]([CH3:14])[C:9]=1[CH2:15][C:16]([OH:18])=[O:17]. Product: [Br:1][C:11]1[C:10]([CH3:14])=[C:9]([CH2:15][C:16]([OH:18])=[O:17])[C:8]([CH3:7])=[CH:13][CH:12]=1. The catalyst class is: 244. (3) Reactant: [CH:1]1([CH:6]([C:20]2[CH:25]=[CH:24][CH:23]=[CH:22][N:21]=2)[C:7]([NH:9][C:10]2[CH:11]=[C:12]3[C:16](=[CH:17][CH:18]=2)[NH:15][N:14]=[C:13]3I)=[O:8])[CH2:5][CH2:4][CH2:3][CH2:2]1.CC1(C)C(C)(C)OB([C:34]2[CH:48]=[CH:47][C:37]([O:38][CH:39]3[CH2:44][CH2:43][N:42]([CH:45]=[O:46])[CH2:41][CH2:40]3)=[CH:36][CH:35]=2)O1.[Li+].[Cl-].C([O-])([O-])=O.[Na+].[Na+]. Product: [CH:1]1([CH:6]([C:20]2[CH:25]=[CH:24][CH:23]=[CH:22][N:21]=2)[C:7]([NH:9][C:10]2[CH:11]=[C:12]3[C:16](=[CH:17][CH:18]=2)[NH:15][N:14]=[C:13]3[C:34]2[CH:35]=[CH:36][C:37]([O:38][CH:39]3[CH2:40][CH2:41][N:42]([CH:45]=[O:46])[CH2:43][CH2:44]3)=[CH:47][CH:48]=2)=[O:8])[CH2:5][CH2:4][CH2:3][CH2:2]1. The catalyst class is: 77. (4) Reactant: [C:1](O)(=O)C.C=O.[Cl:7][C:8]1[CH:13]=[CH:12][C:11]([C:14]2[S:38][C:17]3[C:18](=[O:37])[N:19]([C:22]4[CH:27]=[CH:26][C:25]([C:28]([CH:30]5[CH2:34][CH2:33][NH:32][CH2:31]5)=[O:29])=[C:24]([O:35][CH3:36])[CH:23]=4)[CH:20]=[CH:21][C:16]=3[CH:15]=2)=[CH:10][CH:9]=1.FC(F)(F)C(O)=O.C(O[BH-](OC(=O)C)OC(=O)C)(=O)C.[Na+].Cl.CCOCC. Product: [ClH:7].[Cl:7][C:8]1[CH:13]=[CH:12][C:11]([C:14]2[S:38][C:17]3[C:18](=[O:37])[N:19]([C:22]4[CH:27]=[CH:26][C:25]([C:28]([CH:30]5[CH2:34][CH2:33][N:32]([CH3:1])[CH2:31]5)=[O:29])=[C:24]([O:35][CH3:36])[CH:23]=4)[CH:20]=[CH:21][C:16]=3[CH:15]=2)=[CH:10][CH:9]=1. The catalyst class is: 100. (5) Reactant: [CH3:1][CH:2]([CH3:18])[C:3](=O)[CH2:4][C:5]([C:7]1[CH:12]=[CH:11][CH:10]=[C:9]([C:13]([F:16])([F:15])[F:14])[CH:8]=1)=O.[NH:19]([C:21]1[CH:26]=[CH:25][N:24]=[C:23]([S:27][CH3:28])[N:22]=1)[NH2:20]. Product: [CH:2]([C:3]1[CH:4]=[C:5]([C:7]2[CH:12]=[CH:11][CH:10]=[C:9]([C:13]([F:16])([F:15])[F:14])[CH:8]=2)[N:19]([C:21]2[CH:26]=[CH:25][N:24]=[C:23]([S:27][CH3:28])[N:22]=2)[N:20]=1)([CH3:18])[CH3:1]. The catalyst class is: 15.